From a dataset of Full USPTO retrosynthesis dataset with 1.9M reactions from patents (1976-2016). Predict the reactants needed to synthesize the given product. (1) Given the product [OH:25][CH:22]1[CH2:23][CH2:24][N:19]([C:17]([C:13]2[CH:14]=[CH:15][CH:16]=[C:11]([C:9]3[S:10][C:5]4[C:4]([N:27]5[CH2:32][CH2:31][O:30][CH2:29][CH2:28]5)=[N:3][C:2]([C:38]5[CH:37]=[C:36]6[CH:35]=[CH:34][NH:33][C:41]6=[N:40][CH:39]=5)=[N:7][C:6]=4[C:8]=3[CH3:26])[CH:12]=2)=[O:18])[CH2:20][CH2:21]1, predict the reactants needed to synthesize it. The reactants are: Cl[C:2]1[N:3]=[C:4]([N:27]2[CH2:32][CH2:31][O:30][CH2:29][CH2:28]2)[C:5]2[S:10][C:9]([C:11]3[CH:12]=[C:13]([C:17]([N:19]4[CH2:24][CH2:23][CH:22]([OH:25])[CH2:21][CH2:20]4)=[O:18])[CH:14]=[CH:15][CH:16]=3)=[C:8]([CH3:26])[C:6]=2[N:7]=1.[NH:33]1[C:41]2[C:36](=[CH:37][C:38](B3OC(C)(C)C(C)(C)O3)=[CH:39][N:40]=2)[CH:35]=[CH:34]1. (2) Given the product [CH3:28][C:27]([CH3:29])([CH3:30])[C:26]([NH:25][C:23]1[CH:22]=[CH:21][CH:20]=[C:19]([CH:17]([O:1][N:2]=[C:3]([C:10]2[N:14]([CH3:15])[N:13]=[N:12][N:11]=2)[C:4]2[CH:5]=[CH:6][CH:7]=[CH:8][CH:9]=2)[CH3:18])[N:24]=1)=[O:31], predict the reactants needed to synthesize it. The reactants are: [OH:1][N:2]=[C:3]([C:10]1[N:14]([CH3:15])[N:13]=[N:12][N:11]=1)[C:4]1[CH:9]=[CH:8][CH:7]=[CH:6][CH:5]=1.Br[CH:17]([C:19]1[N:24]=[C:23]([NH:25][C:26](=[O:31])[C:27]([CH3:30])([CH3:29])[CH3:28])[CH:22]=[CH:21][CH:20]=1)[CH3:18].C(=O)([O-])[O-].[Cs+].[Cs+].[I-].[K+]. (3) Given the product [O:1]1[CH:5]=[CH:4][CH:3]=[C:2]1/[CH:6]=[CH:7]/[C:8]([N:24]=[C:23]=[S:22])=[O:10], predict the reactants needed to synthesize it. The reactants are: [O:1]1[CH:5]=[CH:4][CH:3]=[C:2]1[CH:6]=[CH:7][C:8]([OH:10])=O.C(Cl)(=O)C(Cl)=O.CN(C=O)C.[S-:22][C:23]#[N:24].[K+].